Dataset: Full USPTO retrosynthesis dataset with 1.9M reactions from patents (1976-2016). Task: Predict the reactants needed to synthesize the given product. (1) Given the product [Cl:3][C:4]1[CH:5]=[C:6]([CH:24]=[CH:25][C:26]=1[Cl:27])[CH2:7][CH:8]1[C:17]2[CH:16]=[C:15]([O:18][CH2:29][CH2:30][NH:31][C:32](=[O:38])[O:33][C:34]([CH3:37])([CH3:36])[CH3:35])[CH:14]=[CH:13][C:12]=2[CH2:11][CH2:10][CH:9]1[N:19]1[CH2:20][CH2:21][CH2:22][CH2:23]1, predict the reactants needed to synthesize it. The reactants are: [H-].[Na+].[Cl:3][C:4]1[CH:5]=[C:6]([CH:24]=[CH:25][C:26]=1[Cl:27])[CH2:7][CH:8]1[C:17]2[CH:16]=[C:15]([OH:18])[CH:14]=[CH:13][C:12]=2[CH2:11][CH2:10][CH:9]1[N:19]1[CH2:23][CH2:22][CH2:21][CH2:20]1.Br[CH2:29][CH2:30][NH:31][C:32](=[O:38])[O:33][C:34]([CH3:37])([CH3:36])[CH3:35].O. (2) Given the product [C:10]([C:6]1[CH:5]=[C:4]([CH:9]=[CH:8][CH:7]=1)[C:3]([NH:14][NH2:15])=[O:2])#[N:11], predict the reactants needed to synthesize it. The reactants are: C[O:2][C:3](=O)[C:4]1[CH:9]=[CH:8][CH:7]=[C:6]([C:10]#[N:11])[CH:5]=1.O.[NH2:14][NH2:15].